Dataset: Forward reaction prediction with 1.9M reactions from USPTO patents (1976-2016). Task: Predict the product of the given reaction. (1) Given the reactants CO[C:3]([O:19]C)([C:9]1[CH:18]=[CH:17][C:16]2[CH2:15][CH2:14][CH2:13][CH2:12][C:11]=2[CH:10]=1)[CH2:4][CH2:5][C:6]([O-:8])=O.[K+].ClC1C=C(Cl)C=C(Cl)C=1C(Cl)=O.[C:34]1([C:40]2[CH:45]=[C:44]([C:46]3[CH:51]=[CH:50][CH:49]=[CH:48][CH:47]=3)[N:43]=[C:42]([NH2:52])[CH:41]=2)[CH:39]=[CH:38][CH:37]=[CH:36][CH:35]=1.Cl, predict the reaction product. The product is: [C:34]1([C:40]2[CH:45]=[C:44]([C:46]3[CH:51]=[CH:50][CH:49]=[CH:48][CH:47]=3)[N:43]=[C:42]([NH:52][C:6](=[O:8])[CH2:5][CH2:4][C:3](=[O:19])[C:9]3[CH:18]=[CH:17][C:16]4[CH2:15][CH2:14][CH2:13][CH2:12][C:11]=4[CH:10]=3)[CH:41]=2)[CH:39]=[CH:38][CH:37]=[CH:36][CH:35]=1. (2) Given the reactants FC(F)(F)C(O)=O.[Cl:8][C:9]1[CH:10]=[C:11]2[N:18](COCC[Si](C)(C)C)[C:17]([O:27][C@H:28]3[C@H:32]4[O:33][CH2:34][C@@H:35]([OH:36])[C@H:31]4[O:30][CH2:29]3)=[N:16][C:12]2=[N:13][C:14]=1[I:15].CO, predict the reaction product. The product is: [Cl:8][C:9]1[CH:10]=[C:11]2[NH:18][C:17]([O:27][C@H:28]3[C@H:32]4[O:33][CH2:34][C@@H:35]([OH:36])[C@H:31]4[O:30][CH2:29]3)=[N:16][C:12]2=[N:13][C:14]=1[I:15]. (3) Given the reactants C(=O)([O-])[O-].[K+].[K+].CS(O[CH2:12][CH:13]([CH3:23])[CH2:14][O:15][CH2:16][C:17]1[CH:22]=[CH:21][CH:20]=[CH:19][CH:18]=1)(=O)=O.[CH3:24][C:25]1([CH3:37])[C:29]([CH3:31])([CH3:30])[O:28][B:27]([C:32]2[CH:33]=[N:34][NH:35][CH:36]=2)[O:26]1, predict the reaction product. The product is: [CH2:16]([O:15][CH2:14][CH:13]([CH3:23])[CH2:12][N:35]1[CH:36]=[C:32]([B:27]2[O:26][C:25]([CH3:37])([CH3:24])[C:29]([CH3:31])([CH3:30])[O:28]2)[CH:33]=[N:34]1)[C:17]1[CH:22]=[CH:21][CH:20]=[CH:19][CH:18]=1. (4) Given the reactants Br[CH2:2][CH2:3][CH3:4].[CH3:5][C:6]([CH:8]1[CH2:13][C:12]([CH3:15])([CH3:14])[CH2:11][CH2:10][CH2:9]1)=[O:7], predict the reaction product. The product is: [CH3:14][C:12]1([CH3:15])[CH2:11][CH2:10][CH2:9][CH:8]([C:6]([OH:7])([CH2:2][CH2:3][CH3:4])[CH3:5])[CH2:13]1. (5) Given the reactants [ClH:1].Cl.C1(O)CCCC1.C(OC([N:16]1[CH2:21][CH2:20][N:19]([C:22](=O)[CH:23]([C:35]2([OH:42])[CH2:39][CH2:38][CH2:37][C:36]2([CH3:41])[CH3:40])[C:24]2[CH:29]=[CH:28][CH:27]=[C:26]([O:30][C:31]([F:34])([F:33])[F:32])[CH:25]=2)[CH2:18][CH2:17]1)=O)(C)(C)C, predict the reaction product. The product is: [ClH:1].[ClH:1].[CH3:40][C:36]1([CH3:41])[CH2:37][CH2:38][CH2:39][C:35]1([CH:23]([C:24]1[CH:29]=[CH:28][CH:27]=[C:26]([O:30][C:31]([F:34])([F:32])[F:33])[CH:25]=1)[CH2:22][N:19]1[CH2:18][CH2:17][NH:16][CH2:21][CH2:20]1)[OH:42]. (6) The product is: [Br:39][C:40]1[CH:41]=[CH:42][C:43]([C:46]([N:3]([O:4][CH3:5])[CH3:2])=[O:48])=[N:44][CH:45]=1. Given the reactants Cl.[CH3:2][NH:3][O:4][CH3:5].F[P-](F)(F)(F)(F)F.C[N+](C)=C(N(C)C)ON1C2N=CC=CC=2N=N1.C(N(CC)C(C)C)(C)C.[Br:39][C:40]1[CH:41]=[CH:42][C:43]([C:46]([OH:48])=O)=[N:44][CH:45]=1, predict the reaction product.